This data is from Catalyst prediction with 721,799 reactions and 888 catalyst types from USPTO. The task is: Predict which catalyst facilitates the given reaction. (1) Reactant: [Si:1]([O:8][CH2:9][C@@H:10]([N:17]([CH3:25])[C:18](=[O:24])[O:19][C:20]([CH3:23])([CH3:22])[CH3:21])[CH2:11][C:12]([CH3:16])([CH3:15])[CH2:13][OH:14])([C:4]([CH3:7])([CH3:6])[CH3:5])([CH3:3])[CH3:2].N1C=CC=CC=1.[C:32](Cl)(=[O:34])[CH3:33]. Product: [C:32]([O:14][CH2:13][C:12]([CH3:16])([CH3:15])[CH2:11][C@H:10]([N:17]([C:18]([O:19][C:20]([CH3:23])([CH3:22])[CH3:21])=[O:24])[CH3:25])[CH2:9][O:8][Si:1]([C:4]([CH3:7])([CH3:5])[CH3:6])([CH3:2])[CH3:3])(=[O:34])[CH3:33]. The catalyst class is: 1. (2) Product: [CH3:28][N:29](/[CH:31]=[C:12]1\[CH:8]2[CH2:7][C:6]3[CH2:5][CH2:4][CH2:3][C:2]([CH3:22])([CH3:1])[C:21]=3[CH:9]2[N:10]([C:14]([O:16][C:17]([CH3:20])([CH3:19])[CH3:18])=[O:15])[C:11]\1=[O:13])[CH3:30]. Reactant: [CH3:1][C:2]1([CH3:22])[C:21]2[CH:9]3[N:10]([C:14]([O:16][C:17]([CH3:20])([CH3:19])[CH3:18])=[O:15])[C:11](=[O:13])[CH2:12][CH:8]3[CH2:7][C:6]=2[CH2:5][CH2:4][CH2:3]1.CC(O[CH:28](N(C)C)[N:29]([CH3:31])[CH3:30])(C)C.O. The catalyst class is: 11. (3) Product: [Br:2][C:3]1[CH:4]=[CH:5][C:6]([CH:9]2[CH2:13][CH2:12][N:11]([CH3:14])[CH2:10]2)=[CH:7][CH:8]=1. Reactant: Cl.[Br:2][C:3]1[CH:8]=[CH:7][C:6]([CH:9]2[CH2:13][CH2:12][NH:11][CH2:10]2)=[CH:5][CH:4]=1.[CH2:14](N(CC)CC)C.C=O.C(O[BH-](OC(=O)C)OC(=O)C)(=O)C.[Na+]. The catalyst class is: 130. (4) Reactant: Cl[C:2]1[N:7]([CH3:8])[C:6](=[O:9])[CH:5]=[C:4]([C:10]2[CH:15]=[CH:14][N:13]=[CH:12][N:11]=2)[N:3]=1.Cl.[CH3:17][C@@H:18]1[CH2:23][O:22][CH2:21][CH2:20][NH:19]1.C(N(CC)CC)C. Product: [CH3:8][N:7]1[C:6](=[O:9])[CH:5]=[C:4]([C:10]2[CH:15]=[CH:14][N:13]=[CH:12][N:11]=2)[N:3]=[C:2]1[N:19]1[CH2:20][CH2:21][O:22][CH2:23][C@H:18]1[CH3:17]. The catalyst class is: 7. (5) Reactant: [H-].[Li+].[CH3:3][O:4][C:5]([C:7]1[C:12]([NH:13][C:14]2[CH:19]=[CH:18][C:17]([Br:20])=[CH:16][C:15]=2[F:21])=[C:11]([F:22])[C:10](=[O:23])[NH:9][CH:8]=1)=[O:6].Br.Br[CH2:26][C:27]1[CH:28]=[N:29][CH:30]=[CH:31][CH:32]=1. Product: [CH3:3][O:4][C:5]([C:7]1[C:12]([NH:13][C:14]2[CH:19]=[CH:18][C:17]([Br:20])=[CH:16][C:15]=2[F:21])=[C:11]([F:22])[C:10](=[O:23])[N:9]([CH2:26][C:27]2[CH:28]=[N:29][CH:30]=[CH:31][CH:32]=2)[CH:8]=1)=[O:6]. The catalyst class is: 3. (6) Reactant: [CH:1]([N:4]1[CH2:9][CH2:8][NH:7][C:6](=[O:10])[CH2:5]1)([CH3:3])[CH3:2].[H-].[Na+].Br[CH2:14][C:15]1[N:16]([CH3:41])[C:17]2[C:22]([N:23]=1)=[C:21]([N:24]1[CH2:29][CH2:28][O:27][CH2:26][CH2:25]1)[N:20]=[C:19]([N:30]1[C:34]3[CH:35]=[CH:36][CH:37]=[CH:38][C:33]=3[N:32]=[C:31]1[CH2:39][CH3:40])[N:18]=2. Product: [CH2:39]([C:31]1[N:30]([C:19]2[N:18]=[C:17]3[C:22]([N:23]=[C:15]([CH2:14][N:7]4[CH2:8][CH2:9][N:4]([CH:1]([CH3:3])[CH3:2])[CH2:5][C:6]4=[O:10])[N:16]3[CH3:41])=[C:21]([N:24]3[CH2:29][CH2:28][O:27][CH2:26][CH2:25]3)[N:20]=2)[C:34]2[CH:35]=[CH:36][CH:37]=[CH:38][C:33]=2[N:32]=1)[CH3:40]. The catalyst class is: 3. (7) Reactant: [OH-].[Na+].[Cl:3][C:4]1[CH:9]=[CH:8][CH:7]=[CH:6][C:5]=1[CH2:10][C:11]([NH:13][NH2:14])=O.[F:15][C:16]1[CH:21]=[CH:20][C:19]([N:22]=[C:23]=[S:24])=[CH:18][CH:17]=1. Product: [Cl:3][C:4]1[CH:9]=[CH:8][CH:7]=[CH:6][C:5]=1[CH2:10][C:11]1[N:22]([C:19]2[CH:20]=[CH:21][C:16]([F:15])=[CH:17][CH:18]=2)[C:23](=[S:24])[NH:14][N:13]=1. The catalyst class is: 5. (8) Reactant: [Cl:1][C:2]1[CH:23]=[C:22]([Cl:24])[CH:21]=[CH:20][C:3]=1[CH2:4][NH:5][C:6]1[N:11]=[C:10]([C:12]([F:15])([F:14])[F:13])[C:9]([C:16]([O:18]C)=[O:17])=[CH:8][N:7]=1.[OH-].[K+]. Product: [Cl:1][C:2]1[CH:23]=[C:22]([Cl:24])[CH:21]=[CH:20][C:3]=1[CH2:4][NH:5][C:6]1[N:11]=[C:10]([C:12]([F:13])([F:15])[F:14])[C:9]([C:16]([OH:18])=[O:17])=[CH:8][N:7]=1. The catalyst class is: 8.